This data is from Catalyst prediction with 721,799 reactions and 888 catalyst types from USPTO. The task is: Predict which catalyst facilitates the given reaction. (1) Reactant: [Cl:1][C:2]1[CH:7]=[CH:6][C:5]([N:8]([C@H:12]2[C:21]3[C:16](=[CH:17][CH:18]=[CH:19][CH:20]=3)[N:15]([C:22](=[O:30])[C:23]3[CH:28]=[CH:27][C:26]([OH:29])=[CH:25][CH:24]=3)[C@@H:14]([CH3:31])[CH2:13]2)[C:9](=[O:11])[CH3:10])=[CH:4][CH:3]=1.C([O-])([O-])=O.[Cs+].[Cs+].[CH2:38]([O:40][C:41](=[O:45])[CH:42](Br)[F:43])[CH3:39]. Product: [CH2:38]([O:40][C:41](=[O:45])[C@@H:42]([O:29][C:26]1[CH:25]=[CH:24][C:23]([C:22]([N:15]2[C:16]3[C:21](=[CH:20][CH:19]=[CH:18][CH:17]=3)[C@H:12]([N:8]([C:9](=[O:11])[CH3:10])[C:5]3[CH:4]=[CH:3][C:2]([Cl:1])=[CH:7][CH:6]=3)[CH2:13][CH:14]2[CH3:31])=[O:30])=[CH:28][CH:27]=1)[F:43])[CH3:39]. The catalyst class is: 3. (2) Reactant: [O:1]=[C:2]1[C:7]2[CH:8]=[CH:9][CH:10]=[CH:11][C:6]=2[S:5][C:4]([C:12]2[CH:17]=[C:16]([CH2:18][CH2:19][C:20]([O:22]C(C)(C)C)=[O:21])[CH:15]=[CH:14][N:13]=2)=[N:3]1.C(OC(C)C)(C)C. Product: [O:1]=[C:2]1[C:7]2[CH:8]=[CH:9][CH:10]=[CH:11][C:6]=2[S:5][C:4]([C:12]2[CH:17]=[C:16]([CH2:18][CH2:19][C:20]([OH:22])=[O:21])[CH:15]=[CH:14][N:13]=2)=[N:3]1. The catalyst class is: 55. (3) Reactant: [CH:1]1([CH2:6][CH2:7][C:8]([C:10]2[CH:11]=[CH:12][C:13]3[N:14]([CH2:30][CH3:31])[C:15]4[C:20]([C:21]=3[CH:22]=2)=[CH:19][C:18]([C:23]([C:25]2[S:26][CH:27]=[CH:28][CH:29]=2)=[O:24])=[CH:17][CH:16]=4)=[O:9])[CH2:5][CH2:4][CH2:3][CH2:2]1.O1CCCC1.Cl.[N:38](OCCC(C)C)=[O:39]. Product: [S:26]1[CH:27]=[CH:28][CH:29]=[C:25]1[C:23]([C:18]1[CH:19]=[C:20]2[C:15](=[CH:16][CH:17]=1)[N:14]([CH2:30][CH3:31])[C:13]1[CH:12]=[CH:11][C:10]([C:8](=[O:9])[C:7](=[N:38][OH:39])[CH2:6][CH:1]3[CH2:5][CH2:4][CH2:3][CH2:2]3)=[CH:22][C:21]2=1)=[O:24]. The catalyst class is: 6. (4) Reactant: [CH3:1][N:2]([CH3:6])[CH2:3][CH2:4][NH2:5].[CH3:7][C@@H:8]1[CH2:30][C:29]2[C:31](=[O:32])[C:24](=[C:25]([C:35]3[CH:40]=[CH:39][CH:38]=[CH:37][CH:36]=3)[C:26]([C:28]=2OC)=[O:27])[NH:23][C:21](=[O:22])[C:20]([CH3:41])=[CH:19][CH:18]=[CH:17][C@H:16]([O:42][CH3:43])[C@@H:15]([O:44][C:45]([NH2:47])=[O:46])[C:14]([CH3:48])=[CH:13][C@H:12]([CH3:49])[C@@H:11]([OH:50])[C@@H:10]([O:51][CH3:52])[CH2:9]1. The catalyst class is: 1. Product: [C:45](=[O:46])([O:44][C@@H:15]1[C@@H:16]([O:42][CH3:43])[CH:17]=[CH:18][CH:19]=[C:20]([CH3:41])[C:21](=[O:22])[NH:23][C:24]2[C:31](=[O:32])[C:29]([CH2:30][C@@H:8]([CH3:7])[CH2:9][C@H:10]([O:51][CH3:52])[C@H:11]([OH:50])[C@@H:12]([CH3:49])[CH:13]=[C:14]1[CH3:48])=[C:28]([NH:5][CH2:4][CH2:3][N:2]([CH3:6])[CH3:1])[C:26](=[O:27])[C:25]=2[C:35]1[CH:40]=[CH:39][CH:38]=[CH:37][CH:36]=1)[NH2:47]. (5) The catalyst class is: 5. Product: [CH2:15]([NH:23][CH2:31][CH2:30][C:24]1[CH:29]=[CH:28][CH:27]=[CH:26][CH:25]=1)[CH2:16][C:17]1[CH:22]=[CH:21][CH:20]=[CH:19][CH:18]=1. Reactant: C(O[BH-](OC(=O)C)OC(=O)C)(=O)C.[Na+].[CH2:15]([NH2:23])[CH2:16][C:17]1[CH:22]=[CH:21][CH:20]=[CH:19][CH:18]=1.[C:24]1([CH2:30][CH:31]=O)[CH:29]=[CH:28][CH:27]=[CH:26][CH:25]=1.OP([O-])(O)=O.[K+].